This data is from Forward reaction prediction with 1.9M reactions from USPTO patents (1976-2016). The task is: Predict the product of the given reaction. (1) Given the reactants C(Cl)(=O)C(Cl)=O.[F:7][C:8]([F:21])([F:20])[C:9]1[CH:14]=[CH:13][C:12]([CH:15]=[CH:16][C:17]([OH:19])=O)=[CH:11][CH:10]=1.[CH3:22][N:23]([CH:34]1[CH2:39][CH2:38][N:37]([CH3:40])[CH2:36][CH2:35]1)[C:24]1[O:25][C:26]2[CH:32]=[CH:31][C:30]([NH2:33])=[CH:29][C:27]=2[N:28]=1.N1C=CC=CC=1, predict the reaction product. The product is: [CH3:22][N:23]([CH2:34][CH:39]1[CH2:35][CH2:36][N:37]([CH3:40])[CH2:38]1)[C:24]1[O:25][C:26]2[CH:32]=[CH:31][C:30]([NH:33][C:17](=[O:19])[CH:16]=[CH:15][C:12]3[CH:11]=[CH:10][C:9]([C:8]([F:7])([F:21])[F:20])=[CH:14][CH:13]=3)=[CH:29][C:27]=2[N:28]=1. (2) The product is: [CH2:2]1[C:3]2([CH2:8][CH:7]([C:9]([OH:11])=[O:10])[CH2:6][NH:5][CH2:4]2)[CH2:1]1. Given the reactants [CH2:1]1[C:3]2([CH2:8][CH:7]([C:9]([O-:11])=[O:10])[CH2:6][NH:5][CH2:4]2)[CH2:2]1, predict the reaction product. (3) Given the reactants [OH:1][CH2:2][C:3]1([C:6]([O:8][C:9]([CH3:12])([CH3:11])[CH3:10])=[O:7])[CH2:5][CH2:4]1.C(=O)([O-])O.[Na+].CC(OI1(OC(C)=O)(OC(C)=O)OC(=O)C2C=CC=CC1=2)=O, predict the reaction product. The product is: [CH:2]([C:3]1([C:6]([O:8][C:9]([CH3:12])([CH3:11])[CH3:10])=[O:7])[CH2:4][CH2:5]1)=[O:1]. (4) Given the reactants [CH2:1]([Si:3]([C:8]#[CH:9])([CH2:6][CH3:7])[CH2:4][CH3:5])[CH3:2].CCN(CC)CC.Br[C:18]1[CH:23]=[C:22]([CH3:24])[CH:21]=[CH:20][C:19]=1[CH2:25][C:26]([O:28][CH3:29])=[O:27].F[B-](F)(F)F, predict the reaction product. The product is: [CH3:24][C:22]1[CH:23]=[CH:18][C:19]([CH2:25][C:26]([O:28][CH3:29])=[O:27])=[C:20]([C:9]#[C:8][Si:3]([CH2:6][CH3:7])([CH2:4][CH3:5])[CH2:1][CH3:2])[CH:21]=1. (5) The product is: [F:27][C:20]1[CH:19]=[C:18]([CH:23]=[CH:22][C:21]=1[C:2]1[CH:11]=[C:10]([F:12])[C:9]2[C:4](=[CH:5][CH:6]=[C:7]([OH:13])[CH:8]=2)[N:3]=1)[C:15]([OH:17])=[O:16]. Given the reactants Cl[C:2]1[CH:11]=[C:10]([F:12])[C:9]2[C:4](=[CH:5][CH:6]=[C:7]([O:13]C)[CH:8]=2)[N:3]=1.[C:15]([C:18]1[CH:23]=[CH:22][C:21](B(O)O)=[C:20]([F:27])[CH:19]=1)([OH:17])=[O:16], predict the reaction product. (6) Given the reactants N(C(N1CCCCC1)=O)=NC(N1CCCCC1)=O.[F:19][C:20]1[CH:21]=[C:22]2[C:26](=[CH:27][CH:28]=1)[NH:25][C:24]([C:29]([O:31][CH2:32][CH3:33])=[O:30])=[CH:23]2.[N:34]1[CH:39]=[CH:38][CH:37]=[C:36]([CH2:40][CH2:41]O)[CH:35]=1.C(P(CCCC)CCCC)CCC, predict the reaction product. The product is: [F:19][C:20]1[CH:21]=[C:22]2[C:26](=[CH:27][CH:28]=1)[N:25]([CH2:41][CH2:40][C:36]1[CH:35]=[N:34][CH:39]=[CH:38][CH:37]=1)[C:24]([C:29]([O:31][CH2:32][CH3:33])=[O:30])=[CH:23]2. (7) Given the reactants [Br:1][C:2]1[CH:3]=[C:4]2[C:9](=[CH:10][CH:11]=1)[C:8](=[O:12])[CH2:7][CH2:6][CH2:5]2.[BH4-].[Na+], predict the reaction product. The product is: [Br:1][C:2]1[CH:3]=[C:4]2[C:9](=[CH:10][CH:11]=1)[CH:8]([OH:12])[CH2:7][CH2:6][CH2:5]2.